Dataset: Tox21: 12 toxicity assays (nuclear receptors and stress response pathways). Task: Binary classification across 12 toxicity assays. (1) The compound is O=C1c2ccccc2-c2n[nH]c3cccc1c23. It tested positive (active) for: SR-MMP (Mitochondrial Membrane Potential disruption), and SR-p53 (p53 tumor suppressor activation). (2) The molecule is CO[C@H]1[C@H]([C@@]2(C)O[C@@H]2CC=C(C)C)[C@]2(CC[C@H]1OC(=O)/C=C/C=C/C=C/C=C/C(=O)O)CO2. It tested positive (active) for: NR-Aromatase (Aromatase enzyme inhibition), and SR-ARE (Antioxidant Response Element (oxidative stress)). (3) The compound is O=NN(CCCl)C(=O)NCCCl. It tested positive (active) for: SR-ARE (Antioxidant Response Element (oxidative stress)). (4) The molecule is CCCN(CCC)c1c([N+](=O)[O-])cc(C(F)(F)F)c(N)c1[N+](=O)[O-]. It tested positive (active) for: SR-MMP (Mitochondrial Membrane Potential disruption). (5) The molecule is CCCCC(=O)O. It tested positive (active) for: NR-ER (Estrogen Receptor agonist activity). (6) The compound is CCN1C(=CC=CC=Cc2sc3ccccc3[n+]2CC)Sc2ccccc21. It tested positive (active) for: SR-MMP (Mitochondrial Membrane Potential disruption). (7) The drug is Cl/C(=C\n1cncn1)c1ccc(Cl)cc1Cl. It tested positive (active) for: NR-Aromatase (Aromatase enzyme inhibition).